This data is from Catalyst prediction with 721,799 reactions and 888 catalyst types from USPTO. The task is: Predict which catalyst facilitates the given reaction. (1) Reactant: [OH-].[Na+].[NH:3]([CH2:5][C:6]([OH:8])=[O:7])[CH3:4].[CH:9]([N:12]=[C:13]=[O:14])([CH3:11])[CH3:10]. Product: [CH:9]([NH:12][C:13](=[O:14])[N:3]([CH2:5][C:6]([OH:8])=[O:7])[CH3:4])([CH3:11])[CH3:10]. The catalyst class is: 6. (2) Reactant: [C:1]([O:5][C:6](=[O:26])[CH2:7][C:8]1([CH2:18][C:19]([O:21][C:22]([CH3:25])([CH3:24])[CH3:23])=[O:20])[C:13](=[O:14])[O:12]C(C)(C)[O:10][C:9]1=[O:17])([CH3:4])([CH3:3])[CH3:2].O.[OH-].[Li+]. Product: [C:22]([O:21][C:19](=[O:20])[CH2:18][C:8]([C:13]([OH:14])=[O:12])([C:9]([OH:17])=[O:10])[CH2:7][C:6]([O:5][C:1]([CH3:2])([CH3:3])[CH3:4])=[O:26])([CH3:23])([CH3:24])[CH3:25]. The catalyst class is: 20. (3) Reactant: [CH2:1]([O:11][C:12]1[CH:16]=[CH:15][S:14][CH:13]=1)[CH2:2][CH2:3][CH2:4][CH2:5][CH2:6][CH2:7][CH2:8][CH2:9][CH3:10].[Br:17]N1C(=O)CCC1=O. Product: [Br:17][C:13]1[S:14][CH:15]=[CH:16][C:12]=1[O:11][CH2:1][CH2:2][CH2:3][CH2:4][CH2:5][CH2:6][CH2:7][CH2:8][CH2:9][CH3:10]. The catalyst class is: 22. (4) Reactant: N(C(OC(C)C)=O)=NC(OC(C)C)=O.[OH:15][CH:16]1[CH2:21][CH2:20][CH:19]([C:22]([O:24][CH2:25][CH3:26])=[O:23])[CH2:18][CH2:17]1.[Br:27][C:28]1[CH:33]=[CH:32][C:31](O)=[CH:30][CH:29]=1.C1(P(C2C=CC=CC=2)C2C=CC=CC=2)C=CC=CC=1. Product: [Br:27][C:28]1[CH:33]=[CH:32][C:31]([O:15][CH:16]2[CH2:17][CH2:18][CH:19]([C:22]([O:24][CH2:25][CH3:26])=[O:23])[CH2:20][CH2:21]2)=[CH:30][CH:29]=1. The catalyst class is: 1.